Dataset: Reaction yield outcomes from USPTO patents with 853,638 reactions. Task: Predict the reaction yield, written as a fraction of the theoretical maximum amount of product (1.0 means a 100% yield; for example, 0.34 means a 34% yield). (1) The reactants are [Cl:1][C:2]1[CH2:6][CH:5]([C:7]([O:9][CH3:10])=[O:8])[N:4]([C:11]2[CH:12]=[N:13][CH:14]=[CH:15][CH:16]=2)[N:3]=1.O.[N+]([O-])([O-])=O.[Ce+4].[NH4+].[NH4+].[N+]([O-])([O-])=O.[N+]([O-])([O-])=O.[N+]([O-])([O-])=O.[N+]([O-])([O-])=O.[N+]([O-])([O-])=O. The catalyst is O1CCCC1. The product is [Cl:1][C:2]1[CH:6]=[C:5]([C:7]([O:9][CH3:10])=[O:8])[N:4]([C:11]2[CH:12]=[N:13][CH:14]=[CH:15][CH:16]=2)[N:3]=1. The yield is 0.520. (2) The reactants are [NH2:1][C:2](=[O:9])[CH2:3][C@H:4]([OH:8])[C:5]([OH:7])=O.Cl.[Cl:11][C:12]1[S:33][C:15]2[NH:16][C:17]([C:19]([NH:21][C@@H:22]3[CH2:30][C:29]4[C:24](=[CH:25][CH:26]=[CH:27][CH:28]=4)[C@H:23]3[NH:31][CH3:32])=[O:20])=[CH:18][C:14]=2[CH:13]=1.C1C=CC2N(O)N=NC=2C=1.C(N(CC)CC)C.CCN=C=NCCCN(C)C. The catalyst is CN(C=O)C. The product is [Cl:11][C:12]1[S:33][C:15]2[NH:16][C:17]([C:19]([NH:21][C@@H:22]3[CH2:30][C:29]4[C:24](=[CH:25][CH:26]=[CH:27][CH:28]=4)[C@H:23]3[N:31]([CH3:32])[C:5](=[O:7])[C@@H:4]([OH:8])[CH2:3][C:2]([NH2:1])=[O:9])=[O:20])=[CH:18][C:14]=2[CH:13]=1. The yield is 0.100. (3) The reactants are [H-].[H-].[H-].[H-].[Li+].[Al+3].[CH3:7][C:8]([C:15]1[NH:16][C:17]2[C:22]([CH:23]=1)=[CH:21][C:20]([N+:24]([O-:26])=[O:25])=[CH:19][CH:18]=2)([CH3:14])[C:9](OCC)=[O:10].O.[OH-].[Na+]. The catalyst is C1COCC1. The product is [CH3:14][C:8]([C:15]1[NH:16][C:17]2[C:22]([CH:23]=1)=[CH:21][C:20]([N+:24]([O-:26])=[O:25])=[CH:19][CH:18]=2)([CH3:7])[CH2:9][OH:10]. The yield is 0.580. (4) The reactants are [F:1][CH:2]([F:12])[CH2:3][N:4]1[CH:8]=[C:7]([N+:9]([O-:11])=[O:10])[CH:6]=[N:5]1.C[Si](C)(C)[N-][Si](C)(C)C.[Li+].[Cl:23]C(Cl)(Cl)C(Cl)(Cl)Cl.[Cl-].[NH4+]. The catalyst is C1COCC1.O. The product is [Cl:23][C:8]1[N:4]([CH2:3][CH:2]([F:1])[F:12])[N:5]=[CH:6][C:7]=1[N+:9]([O-:11])=[O:10]. The yield is 0.370. (5) The reactants are C([Al]CC(C)C)C(C)C.[CH3:10][CH:11]([CH2:16][C:17](OC)=O)[C:12](OC)=O.Cl.[NH2:22][C:23]1[CH:28]=[CH:27][CH:26]=[CH:25][C:24]=1[OH:29]. The catalyst is ClCCl.O. The product is [CH3:12][C:11]1[CH:16]=[CH:17][N:22]([C:23]2[CH:28]=[CH:27][CH:26]=[CH:25][C:24]=2[OH:29])[CH:10]=1. The yield is 0.480. (6) The reactants are [F:1][C:2]1[CH:7]=[C:6]([F:8])[CH:5]=[CH:4][C:3]=1[S:9]([NH:12][C:13]1[C:14]([O:28][CH3:29])=[N:15][CH:16]=[C:17](B2OC(C)(C)C(C)(C)O2)[CH:18]=1)(=[O:11])=[O:10].Br[C:31]1[CH:32]=[CH:33][C:34]2[N:35]([C:37]([C:40]#[N:41])=[CH:38][N:39]=2)[N:36]=1.C(Cl)Cl.C([O-])([O-])=O.[Na+].[Na+]. The catalyst is C1C=CC(P(C2C=CC=CC=2)[C-]2C=CC=C2)=CC=1.C1C=CC(P(C2C=CC=CC=2)[C-]2C=CC=C2)=CC=1.Cl[Pd]Cl.[Fe+2]. The product is [C:40]([C:37]1[N:35]2[N:36]=[C:31]([C:17]3[CH:18]=[C:13]([NH:12][S:9]([C:3]4[CH:4]=[CH:5][C:6]([F:8])=[CH:7][C:2]=4[F:1])(=[O:10])=[O:11])[C:14]([O:28][CH3:29])=[N:15][CH:16]=3)[CH:32]=[CH:33][C:34]2=[N:39][CH:38]=1)#[N:41]. The yield is 0.570. (7) The reactants are [CH3:1][CH2:2][CH2:3][CH2:4][NH:5][C:6]1[CH:7]=[C:8]([C:23]([OH:25])=[O:24])[CH:9]=[C:10]([S:19]([NH2:22])(=[O:21])=[O:20])[C:11]=1[O:12][C:13]1[CH:14]=[CH:15][CH:16]=[CH:17][CH:18]=1.Cl[CH2:27][C:28]([N:30]([CH3:32])[CH3:31])=[O:29].C(N(CC)CC)C.[I-].[Na+]. The catalyst is CN(C)C=O. The product is [NH2:22][S:19]([C:10]1[CH:9]=[C:8]([CH:7]=[C:6]([NH:5][CH2:4][CH2:3][CH2:2][CH3:1])[C:11]=1[O:12][C:13]1[CH:18]=[CH:17][CH:16]=[CH:15][CH:14]=1)[C:23]([O:25][CH2:27][C:28]([N:30]([CH3:32])[CH3:31])=[O:29])=[O:24])(=[O:21])=[O:20]. The yield is 0.600.